From a dataset of Peptide-MHC class I binding affinity with 185,985 pairs from IEDB/IMGT. Regression. Given a peptide amino acid sequence and an MHC pseudo amino acid sequence, predict their binding affinity value. This is MHC class I binding data. (1) The peptide sequence is MEGLSLLQL. The MHC is HLA-A02:01 with pseudo-sequence HLA-A02:01. The binding affinity (normalized) is 0. (2) The peptide sequence is KSNGTIIHV. The MHC is HLA-B57:01 with pseudo-sequence HLA-B57:01. The binding affinity (normalized) is 0.140. (3) The peptide sequence is LRYGNVLDV. The MHC is HLA-B27:05 with pseudo-sequence HLA-B27:05. The binding affinity (normalized) is 0.366. (4) The peptide sequence is RVNKGTGVK. The MHC is HLA-A03:01 with pseudo-sequence HLA-A03:01. The binding affinity (normalized) is 0.551. (5) The peptide sequence is PLTINKEEA. The MHC is HLA-A02:01 with pseudo-sequence HLA-A02:01. The binding affinity (normalized) is 0.0472.